Predict the reactants needed to synthesize the given product. From a dataset of Retrosynthesis with 50K atom-mapped reactions and 10 reaction types from USPTO. (1) Given the product COC(=O)/C(Br)=C/[C@H]1[C@@H](C(=O)O)C1(C)C, predict the reactants needed to synthesize it. The reactants are: COC(=O)/C(Br)=C/[C@H]1[C@@H](C(=O)OC(C)(C)C)C1(C)C. (2) Given the product O=C(NCCN(Cc1ccccc1)CC(O)c1cc2cc(OCCOC3CCCC3)ccc2o1)Nc1ccc(OCc2ccccc2)cc1, predict the reactants needed to synthesize it. The reactants are: O=C(NCCN(CC(=O)c1cc2cc(OCCOC3CCCC3)ccc2o1)Cc1ccccc1)Nc1ccc(OCc2ccccc2)cc1. (3) Given the product COCCS(=O)(=O)c1ccccc1CN, predict the reactants needed to synthesize it. The reactants are: COCCS(=O)(=O)c1ccccc1CNC(=O)OC(C)(C)C. (4) Given the product CCOc1ccc(Oc2ncnc3c2cnn3C2CCN(C(=O)OC3CCCC3)CC2)c(F)c1, predict the reactants needed to synthesize it. The reactants are: CCOc1ccc(Oc2ncnc3c2cnn3C2CCNCC2)c(F)c1.O=C(Cl)OC1CCCC1.